Dataset: Full USPTO retrosynthesis dataset with 1.9M reactions from patents (1976-2016). Task: Predict the reactants needed to synthesize the given product. Given the product [CH3:1][O:2][C:3]([C@@H:5]([N:13]1[CH2:21][C:17]2[CH:18]=[CH:19][S:20][C:16]=2[CH2:15][CH2:14]1)[C:6]1[CH:7]=[CH:8][CH:9]=[CH:10][C:11]=1[Cl:12])=[O:4].[C@:22]12([CH2:32][S:33]([O-:36])(=[O:34])=[O:35])[C:29]([CH3:31])([CH3:30])[CH:26]([CH2:27][CH2:28]1)[CH2:25][C:23]2=[O:24], predict the reactants needed to synthesize it. The reactants are: [CH3:1][O:2][C:3]([C@@H:5]([N:13]1[CH2:21][C:17]2[CH:18]=[CH:19][S:20][C:16]=2[CH2:15][CH2:14]1)[C:6]1[CH:7]=[CH:8][CH:9]=[CH:10][C:11]=1[Cl:12])=[O:4].[C@:22]12([CH2:32][S:33]([OH:36])(=[O:35])=[O:34])[C:29]([CH3:31])([CH3:30])[CH:26]([CH2:27][CH2:28]1)[CH2:25][C:23]2=[O:24].